This data is from Forward reaction prediction with 1.9M reactions from USPTO patents (1976-2016). The task is: Predict the product of the given reaction. (1) The product is: [Cl:1][C:2]1[CH:7]=[CH:6][N:5]=[C:4]2[CH:8]=[C:9]([C:11]([NH2:23])=[O:13])[S:10][C:3]=12. Given the reactants [Cl:1][C:2]1[CH:7]=[CH:6][N:5]=[C:4]2[CH:8]=[C:9]([C:11]([O-:13])=O)[S:10][C:3]=12.[Li+].S(Cl)(Cl)=O.C(Cl)Cl.C[N:23](C=O)C, predict the reaction product. (2) Given the reactants Cl[C:2]1[CH:10]=[CH:9][CH:8]=[C:7]2[C:3]=1[C:4]([NH2:11])=[N:5][NH:6]2.[CH3:12][O:13][C:14]1[CH:19]=[CH:18][C:17](B(O)O)=[CH:16][CH:15]=1.P([O-])([O-])([O-])=O.[K+].[K+].[K+], predict the reaction product. The product is: [CH3:12][O:13][C:14]1[CH:19]=[CH:18][C:17]([C:2]2[CH:10]=[CH:9][CH:8]=[C:7]3[C:3]=2[C:4]([NH2:11])=[N:5][NH:6]3)=[CH:16][CH:15]=1. (3) Given the reactants [Cl:1][CH2:2][C@H:3]1[C:11]2[C:10]3[CH:12]=[CH:13][CH:14]=[CH:15][C:9]=3[C:8]([NH:16][C:17](=[O:38])[C@H:18]([CH3:37])[NH:19][C:20](OCC3C4C=CC=CC=4C4C3=CC=CC=4)=[O:21])=[CH:7][C:6]=2[N:5]([C:39]([C:41]23[CH2:45][C:43]([C:46]([O:48][C:49]([CH3:52])([CH3:51])[CH3:50])=[O:47])([CH2:44]2)[CH2:42]3)=[O:40])[CH2:4]1.[CH:53]1[C:65]2[CH:64]([CH2:66][O:67][C:68]([NH:70][C@H:71](C(O)=O)[CH:72]([CH3:74])[CH3:73])=[O:69])[C:63]3[C:58](=[CH:59][CH:60]=[CH:61][CH:62]=3)[C:57]=2[CH:56]=[CH:55][CH:54]=1.CN(C(ON1N=NC2C=CC=NC1=2)=[N+](C)C)C.F[P-](F)(F)(F)(F)F, predict the reaction product. The product is: [CH:62]1[C:63]2[CH:64]([CH2:66][O:67][C:68]([NH:70][C@H:71]([C:20]([NH:19][C@H:18]([C:17]([NH:16][C:8]3[C:9]4[CH:15]=[CH:14][CH:13]=[CH:12][C:10]=4[C:11]4[C@H:3]([CH2:2][Cl:1])[CH2:4][N:5]([C:39]([C:41]56[CH2:42][C:43]([C:46]([O:48][C:49]([CH3:50])([CH3:51])[CH3:52])=[O:47])([CH2:44]5)[CH2:45]6)=[O:40])[C:6]=4[CH:7]=3)=[O:38])[CH3:37])=[O:21])[CH:72]([CH3:74])[CH3:73])=[O:69])[C:65]3[C:57](=[CH:56][CH:55]=[CH:54][CH:53]=3)[C:58]=2[CH:59]=[CH:60][CH:61]=1.